This data is from NCI-60 drug combinations with 297,098 pairs across 59 cell lines. The task is: Regression. Given two drug SMILES strings and cell line genomic features, predict the synergy score measuring deviation from expected non-interaction effect. (1) Drug 1: CS(=O)(=O)C1=CC(=C(C=C1)C(=O)NC2=CC(=C(C=C2)Cl)C3=CC=CC=N3)Cl. Drug 2: CC1=C(C=C(C=C1)C(=O)NC2=CC(=CC(=C2)C(F)(F)F)N3C=C(N=C3)C)NC4=NC=CC(=N4)C5=CN=CC=C5. Cell line: M14. Synergy scores: CSS=2.01, Synergy_ZIP=2.16, Synergy_Bliss=5.61, Synergy_Loewe=1.89, Synergy_HSA=1.91. (2) Drug 1: CC1C(C(CC(O1)OC2CC(OC(C2O)C)OC3=CC4=CC5=C(C(=O)C(C(C5)C(C(=O)C(C(C)O)O)OC)OC6CC(C(C(O6)C)O)OC7CC(C(C(O7)C)O)OC8CC(C(C(O8)C)O)(C)O)C(=C4C(=C3C)O)O)O)O. Drug 2: C(=O)(N)NO. Cell line: NCI-H522. Synergy scores: CSS=49.7, Synergy_ZIP=1.67, Synergy_Bliss=3.40, Synergy_Loewe=-37.5, Synergy_HSA=1.30. (3) Drug 1: CN1CCC(CC1)COC2=C(C=C3C(=C2)N=CN=C3NC4=C(C=C(C=C4)Br)F)OC. Drug 2: C1=CC(=CC=C1CCCC(=O)O)N(CCCl)CCCl. Cell line: KM12. Synergy scores: CSS=-0.959, Synergy_ZIP=-0.306, Synergy_Bliss=2.00, Synergy_Loewe=-1.13, Synergy_HSA=-0.827. (4) Synergy scores: CSS=-5.01, Synergy_ZIP=3.82, Synergy_Bliss=4.57, Synergy_Loewe=-2.93, Synergy_HSA=-2.17. Drug 2: CNC(=O)C1=CC=CC=C1SC2=CC3=C(C=C2)C(=NN3)C=CC4=CC=CC=N4. Cell line: SK-MEL-5. Drug 1: CC12CCC(CC1=CCC3C2CCC4(C3CC=C4C5=CN=CC=C5)C)O. (5) Drug 1: C1CC(=O)NC(=O)C1N2CC3=C(C2=O)C=CC=C3N. Drug 2: CC1CCC2CC(C(=CC=CC=CC(CC(C(=O)C(C(C(=CC(C(=O)CC(OC(=O)C3CCCCN3C(=O)C(=O)C1(O2)O)C(C)CC4CCC(C(C4)OC)O)C)C)O)OC)C)C)C)OC. Cell line: OVCAR-4. Synergy scores: CSS=16.4, Synergy_ZIP=-6.79, Synergy_Bliss=-2.20, Synergy_Loewe=-20.5, Synergy_HSA=-1.78. (6) Drug 1: CC1OCC2C(O1)C(C(C(O2)OC3C4COC(=O)C4C(C5=CC6=C(C=C35)OCO6)C7=CC(=C(C(=C7)OC)O)OC)O)O. Drug 2: C1=NC2=C(N=C(N=C2N1C3C(C(C(O3)CO)O)O)F)N. Cell line: HT29. Synergy scores: CSS=5.56, Synergy_ZIP=-1.24, Synergy_Bliss=-0.871, Synergy_Loewe=-13.1, Synergy_HSA=-2.19. (7) Drug 1: CS(=O)(=O)C1=CC(=C(C=C1)C(=O)NC2=CC(=C(C=C2)Cl)C3=CC=CC=N3)Cl. Drug 2: COC1=CC(=CC(=C1O)OC)C2C3C(COC3=O)C(C4=CC5=C(C=C24)OCO5)OC6C(C(C7C(O6)COC(O7)C8=CC=CS8)O)O. Cell line: A498. Synergy scores: CSS=29.8, Synergy_ZIP=-0.509, Synergy_Bliss=0.320, Synergy_Loewe=-14.4, Synergy_HSA=1.64. (8) Drug 1: CN1CCC(CC1)COC2=C(C=C3C(=C2)N=CN=C3NC4=C(C=C(C=C4)Br)F)OC. Drug 2: CC1=C2C(C(=O)C3(C(CC4C(C3C(C(C2(C)C)(CC1OC(=O)C(C(C5=CC=CC=C5)NC(=O)C6=CC=CC=C6)O)O)OC(=O)C7=CC=CC=C7)(CO4)OC(=O)C)O)C)OC(=O)C. Cell line: SN12C. Synergy scores: CSS=55.8, Synergy_ZIP=4.53, Synergy_Bliss=5.46, Synergy_Loewe=-1.66, Synergy_HSA=8.22. (9) Drug 1: CC(C)(C#N)C1=CC(=CC(=C1)CN2C=NC=N2)C(C)(C)C#N. Drug 2: CC1=C2C(C(=O)C3(C(CC4C(C3C(C(C2(C)C)(CC1OC(=O)C(C(C5=CC=CC=C5)NC(=O)OC(C)(C)C)O)O)OC(=O)C6=CC=CC=C6)(CO4)OC(=O)C)O)C)O. Cell line: SK-MEL-5. Synergy scores: CSS=-7.35, Synergy_ZIP=5.47, Synergy_Bliss=2.98, Synergy_Loewe=-7.44, Synergy_HSA=-6.39. (10) Synergy scores: CSS=25.3, Synergy_ZIP=-1.85, Synergy_Bliss=-0.740, Synergy_Loewe=1.59, Synergy_HSA=2.08. Cell line: OVCAR-4. Drug 1: CCC1=C2CN3C(=CC4=C(C3=O)COC(=O)C4(CC)O)C2=NC5=C1C=C(C=C5)O. Drug 2: CC1C(C(CC(O1)OC2CC(CC3=C2C(=C4C(=C3O)C(=O)C5=C(C4=O)C(=CC=C5)OC)O)(C(=O)CO)O)N)O.Cl.